Task: Predict the reactants needed to synthesize the given product.. Dataset: Full USPTO retrosynthesis dataset with 1.9M reactions from patents (1976-2016) (1) Given the product [ClH:1].[Cl:1][C:2]1[CH:14]=[N:13][C:5]2[NH:6][C:7]3[CH2:12][CH2:11][N:10]([C:24]([C:25]4[CH:30]=[CH:29][CH:28]=[CH:27][CH:26]=4)=[O:31])[CH2:9][C:8]=3[C:4]=2[CH:3]=1, predict the reactants needed to synthesize it. The reactants are: [Cl:1][C:2]1[CH:14]=[N:13][C:5]2[NH:6][C:7]3[CH2:12][CH2:11][NH:10][CH2:9][C:8]=3[C:4]=2[CH:3]=1.CCN(C(C)C)C(C)C.[C:24](Cl)(=[O:31])[C:25]1[CH:30]=[CH:29][CH:28]=[CH:27][CH:26]=1.Cl.CCOCC. (2) The reactants are: [NH2:1][C:2]1[N:7]=[CH:6][N:5]=[C:4]([N:8]2[C:12]3[CH:13]=[CH:14][CH:15]=[CH:16][C:11]=3[N:10]=[C:9]2[NH:17][C:18]2[CH:19]=[C:20]([NH2:25])[CH:21]=[CH:22][C:23]=2[CH3:24])[CH:3]=1.[N:26]1([C:32]2[CH:33]=[C:34]([CH:38]=[C:39]([C:41]([F:44])([F:43])[F:42])[CH:40]=2)[C:35](O)=[O:36])[CH2:31][CH2:30][O:29][CH2:28][CH2:27]1.CCN(C(C)C)C(C)C.CN(C(ON1N=NC2C=CC=NC1=2)=[N+](C)C)C.F[P-](F)(F)(F)(F)F. Given the product [NH2:1][C:2]1[N:7]=[CH:6][N:5]=[C:4]([N:8]2[C:12]3[CH:13]=[CH:14][CH:15]=[CH:16][C:11]=3[N:10]=[C:9]2[NH:17][C:18]2[CH:19]=[C:20]([NH:25][C:35](=[O:36])[C:34]3[CH:38]=[C:39]([C:41]([F:42])([F:43])[F:44])[CH:40]=[C:32]([N:26]4[CH2:31][CH2:30][O:29][CH2:28][CH2:27]4)[CH:33]=3)[CH:21]=[CH:22][C:23]=2[CH3:24])[CH:3]=1, predict the reactants needed to synthesize it. (3) Given the product [CH:5]([C:4]1[CH:3]=[C:2]([C:18]2[CH:23]=[CH:22][CH:21]=[C:20]([C:24]#[N:25])[CH:19]=2)[CH:9]=[CH:8][CH:7]=1)=[O:6], predict the reactants needed to synthesize it. The reactants are: Br[C:2]1[CH:3]=[C:4]([CH:7]=[CH:8][CH:9]=1)[CH:5]=[O:6].B1([C:18]2[CH:23]=[CH:22][CH:21]=[C:20]([C:24]#[N:25])[CH:19]=2)OCC(C)(C)CO1.C([O-])([O-])=O.[Na+].[Na+]. (4) Given the product [CH3:1][O:2][C:3](=[O:25])[C:4]1[CH:5]=[CH:6][C:7]([C:10]2[CH:11]=[N:12][C:13]([NH2:24])=[C:14]([OH:16])[CH:15]=2)=[CH:8][CH:9]=1, predict the reactants needed to synthesize it. The reactants are: [CH3:1][O:2][C:3](=[O:25])[C:4]1[CH:9]=[CH:8][C:7]([C:10]2[CH:11]=[N:12][C:13]([NH2:24])=[C:14]([O:16]CC3C=CC=CC=3)[CH:15]=2)=[CH:6][CH:5]=1.